Dataset: Forward reaction prediction with 1.9M reactions from USPTO patents (1976-2016). Task: Predict the product of the given reaction. Given the reactants Br[C:2]1[CH:7]=[CH:6][C:5]([C@H:8]2[C@H:13]([C:14]3[CH:19]=[CH:18][N:17]([CH3:20])[C:16](=[O:21])[CH:15]=3)[CH2:12][CH2:11][N:10]([C:22]([O:24][C:25]([CH3:28])([CH3:27])[CH3:26])=[O:23])[CH2:9]2)=[C:4]([Cl:29])[CH:3]=1.CC1(C)C(C)(C)OB([C:38]2[CH:43]=[CH:42][CH:41]=[CH:40][C:39]=2[CH2:44][CH2:45][NH:46][C:47](=[O:56])[O:48][CH2:49][C:50]2[CH:55]=[CH:54][CH:53]=[CH:52][CH:51]=2)O1.N#N.C1(P(C2CCCCC2)C2C=CC=CC=2C2C(OC)=CC=CC=2OC)CCCCC1.[O-]P([O-])([O-])=O.[K+].[K+].[K+], predict the reaction product. The product is: [CH2:49]([O:48][C:47]([NH:46][CH2:45][CH2:44][C:39]1[CH:40]=[CH:41][CH:42]=[CH:43][C:38]=1[C:2]1[CH:7]=[CH:6][C:5]([C@H:8]2[C@H:13]([C:14]3[CH:19]=[CH:18][N:17]([CH3:20])[C:16](=[O:21])[CH:15]=3)[CH2:12][CH2:11][N:10]([C:22]([O:24][C:25]([CH3:27])([CH3:28])[CH3:26])=[O:23])[CH2:9]2)=[C:4]([Cl:29])[CH:3]=1)=[O:56])[C:50]1[CH:51]=[CH:52][CH:53]=[CH:54][CH:55]=1.